Dataset: Reaction yield outcomes from USPTO patents with 853,638 reactions. Task: Predict the reaction yield, written as a fraction of the theoretical maximum amount of product (1.0 means a 100% yield; for example, 0.34 means a 34% yield). The reactants are [C:1]([NH:4][C:5]1[CH:6]=[C:7]([CH:18]=[CH:19][C:20]=1[O:21][CH3:22])[NH:8]/[CH:9]=[C:10](\[C:16]#[N:17])/[C:11]([O:13]CC)=O)(=[O:3])[CH3:2].C(NC1C=C(C=CC=1OC)N/C=C(/C#N)\C(OCC)=O)(=O)C.C1(C2C=CC=CC=2)C=CC=CC=1.C1(OC2C=CC=CC=2)C=CC=CC=1. The catalyst is C(OCC)C. The product is [C:16]([C:10]1[C:11](=[O:13])[C:18]2[C:7](=[CH:6][C:5]([NH:4][C:1](=[O:3])[CH3:2])=[C:20]([O:21][CH3:22])[CH:19]=2)[NH:8][CH:9]=1)#[N:17]. The yield is 0.620.